This data is from Reaction yield outcomes from USPTO patents with 853,638 reactions. The task is: Predict the reaction yield, written as a fraction of the theoretical maximum amount of product (1.0 means a 100% yield; for example, 0.34 means a 34% yield). (1) The reactants are [F:1][C:2]1[CH:7]=[CH:6][CH:5]=[C:4]([O:8][CH3:9])[C:3]=1[OH:10].F[C:12]1[CH:13]=[C:14](C)[CH:15]=[CH:16][C:17]=1[N+:18]([O-:20])=[O:19].F[C:23]1C=CC(N)=[C:25]([O:30]C2C(OC)=CC=CC=2F)C=1.[F:40][C:41]1[CH:55]=[CH:54][CH:53]=[C:52]([O:56][CH3:57])[C:42]=1[O:43][C:44]1[CH:50]=[C:49]([CH3:51])[CH:48]=[CH:47][C:45]=1[NH2:46].[NH2:58][C:59]1[S:60][CH:61]=[CH:62][N:63]=1. No catalyst specified. The product is [F:1][C:2]1[CH:7]=[CH:6][CH:5]=[C:4]([O:8][CH3:9])[C:3]=1[O:10][C:16]1[C:17]([N+:18]([O-:20])=[O:19])=[C:12]([CH3:23])[CH:13]=[CH:14][CH:15]=1.[F:40][C:41]1[CH:55]=[CH:54][CH:53]=[C:52]([O:56][CH3:57])[C:42]=1[O:43][C:44]1[CH:50]=[C:49]([CH3:51])[CH:48]=[CH:47][C:45]=1[NH:46][C:25]([NH:58][C:59]1[S:60][CH:61]=[CH:62][N:63]=1)=[O:30]. The yield is 0.650. (2) The reactants are [CH3:1][O:2][C:3]1[CH:8]=[CH:7][C:6]([NH:9][C:10]2[C:11](=O)[N:12]([CH2:22][C:23]([F:26])([F:25])[F:24])[C:13](=[O:21])[C:14]=2[C:15]2[CH:20]=[CH:19][CH:18]=[CH:17][CH:16]=2)=[CH:5][CH:4]=1.COC1C=CC(P2(SP(C3C=CC(OC)=CC=3)(=S)S2)=[S:37])=CC=1. The catalyst is C1(C)C=CC=CC=1. The product is [CH3:1][O:2][C:3]1[CH:8]=[CH:7][C:6]([NH:9][C:10]2[C:11](=[S:37])[N:12]([CH2:22][C:23]([F:26])([F:25])[F:24])[C:13](=[O:21])[C:14]=2[C:15]2[CH:20]=[CH:19][CH:18]=[CH:17][CH:16]=2)=[CH:5][CH:4]=1. The yield is 0.580. (3) The reactants are [CH2:1]([C@@H:5]1[NH:10][CH2:9][C@H:8]([CH2:11][CH:12]([CH3:14])[CH3:13])[NH:7][C:6]1=[O:15])[CH:2]([CH3:4])[CH3:3].[Cl:16][C:17]1[CH:22]=[CH:21][C:20]([N:23]2[CH:27]=[C:26]([C:28](O)=[O:29])[N:25]=[N:24]2)=[CH:19][CH:18]=1.C([C@@H]1N(C([C@@H]2C[C@H]2C2C=CC=CC=2)=O)C[C@H](CC(C)C)NC1=O)C(C)C. No catalyst specified. The product is [Cl:16][C:17]1[CH:18]=[CH:19][C:20]([N:23]2[CH:27]=[C:26]([C:28]([N:10]3[CH2:9][C@H:8]([CH2:11][CH:12]([CH3:14])[CH3:13])[NH:7][C:6](=[O:15])[C@@H:5]3[CH2:1][CH:2]([CH3:4])[CH3:3])=[O:29])[N:25]=[N:24]2)=[CH:21][CH:22]=1. The yield is 0.810. (4) The reactants are [Cl:1][C:2]1[CH:8]=[CH:7][C:5]([NH2:6])=[C:4]([C:9]2[CH:14]=[C:13]([O:15][CH3:16])[N:12]=[CH:11][N:10]=2)[CH:3]=1.N(OCCC(C)C)=O.[N:25]([Si](C)(C)C)=[N+:26]=[N-].[C:32]([Si:34]([CH3:37])([CH3:36])[CH3:35])#[CH:33]. The catalyst is C(#N)C. The product is [Cl:1][C:2]1[CH:8]=[CH:7][C:5]([N:6]2[CH:33]=[C:32]([Si:34]([CH3:37])([CH3:36])[CH3:35])[N:26]=[N:25]2)=[C:4]([C:9]2[CH:14]=[C:13]([O:15][CH3:16])[N:12]=[CH:11][N:10]=2)[CH:3]=1. The yield is 0.930. (5) The reactants are P(C(C)(C)C)(C(C)(C)C)[C:2]([CH3:5])(C)[CH3:3].C(=O)=[O:15].[Li+].C[Si]([N-][Si](C)(C)C)(C)C.Br[C:28]1[CH:33]=[CH:32][C:31]([Cl:34])=[C:30]([Cl:35])[CH:29]=1.[C:36]1([CH3:42])[CH:41]=[CH:40][CH:39]=[CH:38][CH:37]=1. The catalyst is C1C=CC(/C=C/C(/C=C/C2C=CC=CC=2)=O)=CC=1.C1C=CC(/C=C/C(/C=C/C2C=CC=CC=2)=O)=CC=1.[Pd]. The product is [Cl:35][C:30]1[CH:29]=[C:28]([CH:40]2[C:41]3[C:36](=[CH:42][CH:3]=[CH:2][CH:5]=3)[CH2:37][CH2:38][C:39]2=[O:15])[CH:33]=[CH:32][C:31]=1[Cl:34]. The yield is 0.730. (6) The reactants are [CH3:1][O:2][C:3]([NH:5][C@H:6]([C:10]([N:12]1[CH2:16][C@@H:15]([CH2:17][O:18][CH3:19])[CH2:14][C@H:13]1[C:20]1[NH:24][C:23]2[C:25]3[C:30]([CH:31]=[CH:32][C:22]=2[N:21]=1)=[CH:29][C:28]1[C:33]2[C:38]([CH2:39][O:40][C:27]=1[CH:26]=3)=[CH:37][C:36]([C:41]1[NH:45][C:44]([C@@H:46]3[CH2:50][C@H:49]([CH3:51])[CH2:48][N:47]3C(OC(C)(C)C)=O)=[N:43][CH:42]=1)=[CH:35][CH:34]=2)=[O:11])[CH:7](C)[CH3:8])=[O:4].Cl.[CH3:60][O:61][C@H:62]([CH3:72])[C@H:63]([NH:67][C:68]([O:70][CH3:71])=[O:69])[C:64](O)=[O:65].CN([C:76]([O:80]N1N=NC2C=CC=NC1=2)=[N+](C)C)C.F[P-](F)(F)(F)(F)F.CCN(C(C)C)C(C)C. The catalyst is C(Cl)Cl.CO.CCOC(C)=O.CN(C=O)C.CO. The product is [CH3:76][O:80][C@H:7]([CH3:8])[C@H:6]([NH:5][C:3](=[O:4])[O:2][CH3:1])[C:10]([N:12]1[CH2:16][C@@H:15]([CH2:17][O:18][CH3:19])[CH2:14][C@H:13]1[C:20]1[NH:24][C:23]2[C:25]3[C:30]([CH:31]=[CH:32][C:22]=2[N:21]=1)=[CH:29][C:28]1[C:33]2[C:38]([CH2:39][O:40][C:27]=1[CH:26]=3)=[CH:37][C:36]([C:41]1[NH:45][C:44]([C@@H:46]3[CH2:50][C@H:49]([CH3:51])[CH2:48][N:47]3[C:64](=[O:65])[C@H:63]([C@@H:62]([CH3:72])[O:61][CH3:60])[NH:67][C:68]([O:70][CH3:71])=[O:69])=[N:43][CH:42]=1)=[CH:35][CH:34]=2)=[O:11]. The yield is 0.340. (7) The reactants are Br[C:2]1[N:7]=[N:6][C:5]([NH2:8])=[N:4][C:3]=1[C:9]1[CH:14]=[CH:13][CH:12]=[CH:11][CH:10]=1.[CH:15]([O:18][C:19]1[CH:20]=[C:21](B2OC(C)(C)C(C)(C)O2)[CH:22]=[CH:23][C:24]=1[OH:25])([CH3:17])[CH3:16]. No catalyst specified. The product is [NH2:8][C:5]1[N:6]=[N:7][C:2]([C:21]2[CH:22]=[CH:23][C:24]([OH:25])=[C:19]([O:18][CH:15]([CH3:17])[CH3:16])[CH:20]=2)=[C:3]([C:9]2[CH:14]=[CH:13][CH:12]=[CH:11][CH:10]=2)[N:4]=1. The yield is 0.180.